Dataset: Catalyst prediction with 721,799 reactions and 888 catalyst types from USPTO. Task: Predict which catalyst facilitates the given reaction. (1) Reactant: [CH:1]1([C:4]2[C:5]([O:18][CH2:19][C:20]3([CH3:30])[CH2:29][CH2:28][C:23]4([C:25]([F:27])([F:26])[CH2:24]4)[CH2:22][CH2:21]3)=[CH:6][C:7]([F:17])=[C:8]([CH:16]=2)[C:9]([O:11]C(C)(C)C)=[O:10])[CH2:3][CH2:2]1.C1(OC)C=CC=CC=1.FC(F)(F)C(O)=O. Product: [CH:1]1([C:4]2[C:5]([O:18][CH2:19][C:20]3([CH3:30])[CH2:29][CH2:28][C:23]4([C:25]([F:27])([F:26])[CH2:24]4)[CH2:22][CH2:21]3)=[CH:6][C:7]([F:17])=[C:8]([CH:16]=2)[C:9]([OH:11])=[O:10])[CH2:3][CH2:2]1. The catalyst class is: 4. (2) The catalyst class is: 4. Product: [CH2:24]([O:26][C:27]1[CH:35]=[CH:34][CH:33]=[CH:32][C:28]=1[C:29]([NH:11][C:6]1[C:5]([CH2:12][CH2:13][CH3:14])=[N:4][N:3]([CH2:1][CH3:2])[C:7]=1[C:8]([NH2:10])=[O:9])=[O:30])[CH3:25]. Reactant: [CH2:1]([N:3]1[C:7]([C:8]([NH2:10])=[O:9])=[C:6]([NH2:11])[C:5]([CH2:12][CH2:13][CH3:14])=[N:4]1)[CH3:2].C(N(CC)CC)C.N#N.[CH2:24]([O:26][C:27]1[CH:35]=[CH:34][CH:33]=[CH:32][C:28]=1[C:29](Cl)=[O:30])[CH3:25]. (3) Reactant: [NH2:1][C:2]1[N:10]=[C:9]([O:11][CH2:12][CH2:13][CH2:14][CH3:15])[N:8]=[C:7]2[C:3]=1[NH:4][C:5](=[O:38])[N:6]2[CH2:16][CH2:17][CH2:18][N:19]([CH2:26][C:27]1[CH:28]=[C:29]([CH2:33][C:34]([O:36][CH3:37])=[O:35])[CH:30]=[CH:31][CH:32]=1)[CH:20]1[CH2:25][CH2:24][NH:23][CH2:22][CH2:21]1.C(N(CC)CC)C.Br[CH2:47][CH2:48][OH:49]. Product: [NH2:1][C:2]1[N:10]=[C:9]([O:11][CH2:12][CH2:13][CH2:14][CH3:15])[N:8]=[C:7]2[C:3]=1[NH:4][C:5](=[O:38])[N:6]2[CH2:16][CH2:17][CH2:18][N:19]([CH2:26][C:27]1[CH:28]=[C:29]([CH2:33][C:34]([O:36][CH3:37])=[O:35])[CH:30]=[CH:31][CH:32]=1)[CH:20]1[CH2:25][CH2:24][N:23]([CH2:47][CH2:48][OH:49])[CH2:22][CH2:21]1. The catalyst class is: 37. (4) Reactant: C1(N)C(F)=C(F)C(F)=C(N)C=1F.Cl.Cl.[F:15][C:16]1[CH:17]=[C:18]([N:28]2[CH2:32][CH:31]([CH2:33][NH2:34])[O:30][C:29]2=[O:35])[CH:19]=[CH:20][C:21]=1[N:22]1[CH2:27][CH2:26][O:25][CH2:24][CH2:23]1.C(N(CC)CC)C.[C:43](OC(=O)C)(=[O:45])[CH3:44]. Product: [F:15][C:16]1[CH:17]=[C:18]([N:28]2[CH2:32][CH:31]([CH2:33][NH:34][C:43](=[O:45])[CH3:44])[O:30][C:29]2=[O:35])[CH:19]=[CH:20][C:21]=1[N:22]1[CH2:23][CH2:24][O:25][CH2:26][CH2:27]1. The catalyst class is: 4. (5) Reactant: [CH:1]([N:4]1[CH2:9][CH2:8][CH:7]([S:10][C:11]2[CH:12]=[CH:13][C:14]3[O:23][CH2:22][CH2:21][N:20]4[C:16](=[N:17][C:18]([C:24]5[CH:29]=[C:28]([CH3:30])[CH:27]=[CH:26][N:25]=5)=[CH:19]4)[C:15]=3[CH:31]=2)[CH2:6][CH2:5]1)([CH3:3])[CH3:2].C(O)(C(F)(F)F)=[O:33].C1C=C(Cl)C=C(C(OO)=O)C=1. Product: [CH:1]([N:4]1[CH2:5][CH2:6][CH:7]([S:10]([C:11]2[CH:12]=[CH:13][C:14]3[O:23][CH2:22][CH2:21][N:20]4[CH:19]=[C:18]([C:24]5[CH:29]=[C:28]([CH3:30])[CH:27]=[CH:26][N:25]=5)[N:17]=[C:16]4[C:15]=3[CH:31]=2)=[O:33])[CH2:8][CH2:9]1)([CH3:3])[CH3:2]. The catalyst class is: 2. (6) Reactant: [CH3:1][S:2][C:3]1[CH:8]=[CH:7][C:6]([CH2:9][CH2:10][CH2:11]O)=[CH:5][CH:4]=1.C1(P(C2C=CC=CC=2)C2C=CC=CC=2)C=CC=CC=1.[Br:32]N1C(=O)CCC1=O. Product: [Br:32][CH2:11][CH2:10][CH2:9][C:6]1[CH:7]=[CH:8][C:3]([S:2][CH3:1])=[CH:4][CH:5]=1. The catalyst class is: 2. (7) Reactant: Cl[C:2]1[CH:3]=[C:4]2[C:9](=[CH:10][C:11]=1[N+:12]([O-:14])=[O:13])[N:8]=[CH:7][CH:6]=[N:5]2.[CH3:15]B1OB(C)OB(C)O1.C(=O)([O-])[O-].[K+].[K+]. Product: [CH3:15][C:2]1[CH:3]=[C:4]2[C:9](=[CH:10][C:11]=1[N+:12]([O-:14])=[O:13])[N:8]=[CH:7][CH:6]=[N:5]2. The catalyst class is: 12.